This data is from Reaction yield outcomes from USPTO patents with 853,638 reactions. The task is: Predict the reaction yield, written as a fraction of the theoretical maximum amount of product (1.0 means a 100% yield; for example, 0.34 means a 34% yield). The reactants are Cl[CH2:2][CH2:3][CH2:4][O:5][CH:4]1[CH2:3][CH2:2]CC[O:5]1.C(=O)([O-])[O-].[K+].[K+].[I-].[K+].[OH:20][C:21]1[CH:26]=[CH:25][C:24]([C:27]2[CH:32]=[CH:31][C:30]([C:33]#[N:34])=[CH:29][CH:28]=2)=[CH:23][CH:22]=1. The catalyst is O.CN(C=O)C. The product is [OH:5][CH2:4][CH2:3][CH2:2][O:20][C:21]1[CH:22]=[CH:23][C:24]([C:27]2[CH:32]=[CH:31][C:30]([C:33]#[N:34])=[CH:29][CH:28]=2)=[CH:25][CH:26]=1. The yield is 0.880.